Dataset: Full USPTO retrosynthesis dataset with 1.9M reactions from patents (1976-2016). Task: Predict the reactants needed to synthesize the given product. (1) Given the product [CH2:12]([O:19][C:20]1[CH:21]=[CH:22][C:23]([C:6]([CH3:9])([CH3:8])[CH3:7])=[N:24][CH:25]=1)[C:13]1[CH:18]=[CH:17][CH:16]=[CH:15][CH:14]=1, predict the reactants needed to synthesize it. The reactants are: [Cu](C#N)C#N.[C:6]([Mg]Cl)([CH3:9])([CH3:8])[CH3:7].[CH2:12]([O:19][C:20]1[CH:21]=[CH:22][C:23](Br)=[N:24][CH:25]=1)[C:13]1[CH:18]=[CH:17][CH:16]=[CH:15][CH:14]=1. (2) Given the product [CH2:1]([S:3][C:6]1[CH:7]=[C:8]([C:12]2[CH:20]=[CH:19][C:18]([O:21][CH2:22][CH:23]3[CH2:24][CH2:25][N:26]([CH3:29])[CH2:27][CH2:28]3)=[C:17]3[C:13]=2[C:14]2[CH:33]=[C:32]([CH3:34])[CH:31]=[N:30][C:15]=2[NH:16]3)[CH:9]=[CH:10][CH:11]=1)[CH3:2], predict the reactants needed to synthesize it. The reactants are: [CH2:1]([S:3]([C:6]1[CH:7]=[C:8]([C:12]2[CH:20]=[CH:19][C:18]([O:21][CH2:22][CH:23]3[CH2:28][CH2:27][N:26]([CH3:29])[CH2:25][CH2:24]3)=[C:17]3[C:13]=2[C:14]2[CH:33]=[C:32]([CH3:34])[CH:31]=[N:30][C:15]=2[NH:16]3)[CH:9]=[CH:10][CH:11]=1)(=O)=O)[CH3:2].C(O)(C(F)(F)F)=O. (3) Given the product [OH:27][CH2:23][CH2:24][C:25]#[C:26][C:2]1[C:10]2[C:5](=[CH:6][CH:7]=[C:8]([C:11]#[N:12])[CH:9]=2)[N:4]([S:13]([C:16]2[CH:22]=[CH:21][C:19]([CH3:20])=[CH:18][CH:17]=2)(=[O:15])=[O:14])[CH:3]=1, predict the reactants needed to synthesize it. The reactants are: I[C:2]1[C:10]2[C:5](=[CH:6][CH:7]=[C:8]([C:11]#[N:12])[CH:9]=2)[N:4]([S:13]([C:16]2[CH:22]=[CH:21][C:19]([CH3:20])=[CH:18][CH:17]=2)(=[O:15])=[O:14])[CH:3]=1.[CH2:23]([OH:27])[CH2:24][C:25]#[CH:26].Cl. (4) Given the product [O:1]1[CH2:5][CH2:4][N:3]=[C:2]1[C:6]1[NH:10][C:9]([C:11]2[CH:27]=[C:26]([CH:25]=[C:13]([O:14][C:15]3[CH:20]=[N:19][C:18]([S:21]([CH3:24])(=[O:22])=[O:23])=[CH:17][CH:16]=3)[CH:12]=2)[O:28][C@@H:29]([CH3:33])[CH2:30][OH:31])=[CH:8][CH:7]=1, predict the reactants needed to synthesize it. The reactants are: [O:1]1[CH2:5][CH2:4][N:3]=[C:2]1[C:6]1[NH:10][C:9]([C:11]2[CH:12]=[C:13]([CH:25]=[C:26]([O:28][C@@H:29]([CH3:33])[CH2:30][O:31]C)[CH:27]=2)[O:14][C:15]2[CH:16]=[CH:17][C:18]([S:21]([CH3:24])(=[O:23])=[O:22])=[N:19][CH:20]=2)=[CH:8][CH:7]=1.B(Br)(Br)Br.[Cl-].[NH4+]. (5) Given the product [F:1][C:2]1[CH:8]=[CH:7][C:6]([C:9]([F:10])([F:11])[F:12])=[CH:5][C:3]=1[NH:4][N:14]=[C:26]([C:27](=[O:29])[CH3:28])[C:23](=[O:25])[CH3:24], predict the reactants needed to synthesize it. The reactants are: [F:1][C:2]1[CH:8]=[CH:7][C:6]([C:9]([F:12])([F:11])[F:10])=[CH:5][C:3]=1[NH2:4].Cl.[N:14]([O-])=O.[Na+].C([O-])(=O)C.[K+].[C:23]([CH2:26][C:27](=[O:29])[CH3:28])(=[O:25])[CH3:24]. (6) Given the product [S:1]([OH:5])([OH:4])(=[O:3])=[O:2].[NH2:6][CH2:7][C:8](=[O:21])[CH2:9][CH2:10][C:11]([O:13][CH2:14][C:15]1[CH:16]=[CH:17][CH:18]=[CH:19][CH:20]=1)=[O:12], predict the reactants needed to synthesize it. The reactants are: [S:1]([O-:5])([O-:4])(=[O:3])=[O:2].[NH2:6][CH2:7][C:8](=[O:21])[CH2:9][CH2:10][C:11]([O:13][CH2:14][C:15]1[CH:20]=[CH:19][CH:18]=[CH:17][CH:16]=1)=[O:12]. (7) The reactants are: Cl.[Br:2][C:3]1[CH:14]=[N:13][C:6]2[NH:7][C:8](=O)[CH2:9][NH:10][CH2:11][C:5]=2[CH:4]=1.[H-].[H-].[H-].[H-].[Li+].[Al+3]. Given the product [Br:2][C:3]1[CH:14]=[N:13][C:6]2[NH:7][CH2:8][CH2:9][NH:10][CH2:11][C:5]=2[CH:4]=1, predict the reactants needed to synthesize it.